Dataset: Forward reaction prediction with 1.9M reactions from USPTO patents (1976-2016). Task: Predict the product of the given reaction. (1) The product is: [CH3:21][C:17]1[CH:16]=[C:15]([N:11]2[CH2:12][CH2:13][CH2:14][C@@H:10]2[CH2:9][OH:8])[CH:20]=[CH:19][CH:18]=1. Given the reactants [Si]([O:8][CH2:9][C@H:10]1[CH2:14][CH2:13][CH2:12][N:11]1[C:15]1[CH:20]=[CH:19][CH:18]=[C:17]([CH3:21])[CH:16]=1)(C(C)(C)C)(C)C.[F-].C([N+](CCCC)(CCCC)CCCC)CCC, predict the reaction product. (2) Given the reactants [BH4-].[Na+].[CH3:3][O:4][CH2:5][CH2:6][C:7](=[O:15])[C:8]([O:10][C:11]([CH3:14])([CH3:13])[CH3:12])=[O:9].O.Cl, predict the reaction product. The product is: [OH:15][CH:7]([CH2:6][CH2:5][O:4][CH3:3])[C:8]([O:10][C:11]([CH3:12])([CH3:13])[CH3:14])=[O:9]. (3) Given the reactants [C:1]1([C:11]([O:13][CH3:14])=[O:12])[CH:6]=[CH:5][CH:4]=[C:3]([C:7]([O:9]C)=O)[CH:2]=1.[Li+].C[Si]([N-][Si](C)(C)C)(C)C.[Cl:25][C:26]1[N:31]=[C:30]([CH3:32])[CH:29]=[CH:28][N:27]=1, predict the reaction product. The product is: [Cl:25][C:26]1[N:31]=[C:30]([CH2:32][C:7]([C:3]2[CH:2]=[C:1]([CH:6]=[CH:5][CH:4]=2)[C:11]([O:13][CH3:14])=[O:12])=[O:9])[CH:29]=[CH:28][N:27]=1. (4) Given the reactants [NH2:1][C:2]1[C:3]([CH3:33])=[C:4]([C:8]2[C:20]3[C:19]4[C:14](=[CH:15][C:16]([C:21]([N:23]5[CH2:28][CH2:27][N:26]([CH3:29])[CH2:25][CH2:24]5)=[O:22])=[CH:17][CH:18]=4)[NH:13][C:12]=3[C:11]([C:30]([NH2:32])=[O:31])=[CH:10][CH:9]=2)[CH:5]=[CH:6][CH:7]=1.Cl[C:35]1[C:44]2[C:39](=[CH:40][CH:41]=[CH:42][CH:43]=2)[CH:38]=[CH:37][N:36]=1.Cl, predict the reaction product. The product is: [C:35]1([NH:1][C:2]2[C:3]([CH3:33])=[C:4]([C:8]3[C:20]4[C:19]5[C:14](=[CH:15][C:16]([C:21]([N:23]6[CH2:28][CH2:27][N:26]([CH3:29])[CH2:25][CH2:24]6)=[O:22])=[CH:17][CH:18]=5)[NH:13][C:12]=4[C:11]([C:30]([NH2:32])=[O:31])=[CH:10][CH:9]=3)[CH:5]=[CH:6][CH:7]=2)[C:44]2[C:39](=[CH:40][CH:41]=[CH:42][CH:43]=2)[CH:38]=[CH:37][N:36]=1. (5) The product is: [F:1][C:2]1[CH:10]=[CH:9][C:8]([CH2:11][C:12]2[C:21]3[C:16](=[CH:17][CH:18]=[CH:19][CH:20]=3)[C:15](=[O:22])[NH:14][N:13]=2)=[CH:7][C:3]=1[C:4]([N:56]1[CH2:61][CH2:60][CH:59]([O:62][CH2:63][C:64](=[O:65])[N:66]2[CH2:67][CH2:68][CH2:69][CH2:70]2)[CH2:58][CH2:57]1)=[O:5]. Given the reactants [F:1][C:2]1[CH:10]=[CH:9][C:8]([CH2:11][C:12]2[C:21]3[C:16](=[CH:17][CH:18]=[CH:19][CH:20]=3)[C:15](=[O:22])[NH:14][N:13]=2)=[CH:7][C:3]=1[C:4](O)=[O:5].CN(C(ON1N=NC2C=CC=CC1=2)=[N+](C)C)C.F[P-](F)(F)(F)(F)F.C(N(C(C)C)C(C)C)C.[NH:56]1[CH2:61][CH2:60][CH:59]([O:62][CH2:63][C:64]([N:66]2[CH2:70][CH2:69][CH2:68][CH2:67]2)=[O:65])[CH2:58][CH2:57]1, predict the reaction product.